From a dataset of Catalyst prediction with 721,799 reactions and 888 catalyst types from USPTO. Predict which catalyst facilitates the given reaction. (1) Reactant: [Na].Br[CH2:3][CH2:4][S:5]([O-:8])(=[O:7])=[O:6].[CH3:9][NH:10][CH2:11][CH2:12][CH2:13][CH2:14][CH2:15][CH2:16][CH2:17][CH2:18][CH2:19][CH2:20][CH2:21][CH2:22][CH2:23][CH3:24].C([O-])([O-])=O.[K+].[K+]. Product: [CH3:9][NH+:10]([CH2:11][CH2:12][CH2:13][CH2:14][CH2:15][CH2:16][CH2:17][CH2:18][CH2:19][CH2:20][CH2:21][CH2:22][CH2:23][CH3:24])[CH2:3][CH2:4][S:5]([O-:8])(=[O:7])=[O:6]. The catalyst class is: 3. (2) Reactant: [CH:1](=O)[CH3:2].[CH2:4]([O:6][C:7]([C:9]1[CH:10]=[N:11][N:12]([C:14]2[N:23]([CH2:24][O:25][CH2:26][CH2:27][Si:28]([CH3:31])([CH3:30])[CH3:29])[C:22](=[O:32])[C:21]3[C:16](=[CH:17][CH:18]=[C:19]([NH2:33])[CH:20]=3)[N:15]=2)[CH:13]=1)=[O:8])[CH3:5].C(O[BH-](OC(=O)C)OC(=O)C)(=O)C.[Na+]. Product: [CH2:4]([O:6][C:7]([C:9]1[CH:10]=[N:11][N:12]([C:14]2[N:23]([CH2:24][O:25][CH2:26][CH2:27][Si:28]([CH3:31])([CH3:30])[CH3:29])[C:22](=[O:32])[C:21]3[C:16](=[CH:17][CH:18]=[C:19]([NH:33][CH2:1][CH3:2])[CH:20]=3)[N:15]=2)[CH:13]=1)=[O:8])[CH3:5]. The catalyst class is: 653. (3) Reactant: [OH:1][C:2]1[CH:3]=[CH:4][C:5]2[O:9][C:8](=[O:10])[NH:7][C:6]=2[CH:11]=1.N1C=CN=C1.[Si:17](Cl)([C:20]([CH3:23])([CH3:22])[CH3:21])([CH3:19])[CH3:18]. Product: [C:20]([Si:17]([CH3:19])([CH3:18])[O:1][C:2]1[CH:3]=[CH:4][C:5]2[O:9][C:8](=[O:10])[NH:7][C:6]=2[CH:11]=1)([CH3:23])([CH3:22])[CH3:21]. The catalyst class is: 3.